This data is from Catalyst prediction with 721,799 reactions and 888 catalyst types from USPTO. The task is: Predict which catalyst facilitates the given reaction. (1) Reactant: [C:1]([O:5][C:6](=[O:41])[NH:7][C:8]1[CH:13]=[CH:12][C:11]([NH:14][C:15](=[O:40])[C@@H:16]([NH:23]C(OC2C3C=CC=CC=3C3C2=CC=CC=3)=O)[C:17]2[CH:22]=[CH:21][CH:20]=[CH:19][CH:18]=2)=[CH:10][CH:9]=1)([CH3:4])([CH3:3])[CH3:2].NCC1CCNCC1. Product: [C:1]([O:5][C:6](=[O:41])[NH:7][C:8]1[CH:13]=[CH:12][C:11]([NH:14][C:15](=[O:40])[C@@H:16]([NH2:23])[C:17]2[CH:22]=[CH:21][CH:20]=[CH:19][CH:18]=2)=[CH:10][CH:9]=1)([CH3:4])([CH3:2])[CH3:3]. The catalyst class is: 3. (2) Reactant: [CH2:1]([C:4]1[C:5]([Cl:17])=C([CH:9]=[C:10]([Br:16])[C:11]=1[S:12][CH2:13][CH:14]=[CH2:15])C#N)[CH:2]=[CH2:3].[OH-].[Na+].Cl.C[CH2:22][O:23][C:24]([CH3:26])=[O:25]. Product: [Br:16][C:10]1[C:11]([S:12][CH:13]=[CH:14][CH3:15])=[C:4]([CH:1]=[CH:2][CH3:3])[C:5]([Cl:17])=[C:26]([CH:9]=1)[C:24]([O:23][CH3:22])=[O:25]. The catalyst class is: 88.